Dataset: Forward reaction prediction with 1.9M reactions from USPTO patents (1976-2016). Task: Predict the product of the given reaction. (1) Given the reactants [N:1]([C:4]([CH3:13])([CH3:12])[CH2:5][C:6]([N:8]([CH2:10][CH3:11])[CH3:9])=O)=[N+]=[N-].[H-].[H-].[H-].[H-].[Li+].[Al+3].O.[OH-].[Na+], predict the reaction product. The product is: [CH2:10]([N:8]([CH3:9])[CH2:6][CH2:5][C:4]([CH3:13])([NH2:1])[CH3:12])[CH3:11]. (2) Given the reactants [Cl:1][C:2]1[CH:7]=[CH:6][C:5]([C:8]2[N:12]([CH2:13][C@H:14](O)[C:15](F)(F)F)[C:11](=[O:20])[N:10]([CH2:21][C:22]([NH:24][CH:25]([C:29]3[CH:34]=[CH:33][CH:32]=[CH:31][C:30]=3C)[CH2:26][CH2:27][OH:28])=[O:23])[N:9]=2)=[CH:4][CH:3]=1.ClC1C=CC(C2N(C3CC3)[C:46](=[O:51])N(CC(O)=O)N=2)=CC=1.NC(C1C=CC=C(OC)C=1)CCO, predict the reaction product. The product is: [Cl:1][C:2]1[CH:7]=[CH:6][C:5]([C:8]2[N:12]([CH:13]3[CH2:14][CH2:15]3)[C:11](=[O:20])[N:10]([CH2:21][C:22]([NH:24][CH:25]([C:29]3[CH:30]=[CH:31][CH:32]=[C:33]([O:51][CH3:46])[CH:34]=3)[CH2:26][CH2:27][OH:28])=[O:23])[N:9]=2)=[CH:4][CH:3]=1. (3) Given the reactants Br[C:2]1[CH:10]=[C:9]2[C:5]([CH:6]=[N:7][N:8]2[CH2:11][C:12]([F:15])([CH3:14])[CH3:13])=[CH:4][C:3]=1[O:16][C:17]1[CH:22]=[CH:21][C:20]([F:23])=[CH:19][C:18]=1[F:24].C1(P(C2C=CC=CC=2)CCCP(C2C=CC=CC=2)C2C=CC=CC=2)C=CC=CC=1.[C:54](=O)([O-:56])[O-:55].[K+].[K+].Cl, predict the reaction product. The product is: [F:24][C:18]1[CH:19]=[C:20]([F:23])[CH:21]=[CH:22][C:17]=1[O:16][C:3]1[CH:4]=[C:5]2[C:9](=[CH:10][C:2]=1[C:54]([OH:56])=[O:55])[N:8]([CH2:11][C:12]([F:15])([CH3:14])[CH3:13])[N:7]=[CH:6]2. (4) Given the reactants [N:1]([C:4]([C:7]1[CH:12]=[CH:11][C:10]([C:13]2[C:22]([C:23]3[S:24][CH:25]=[CH:26][CH:27]=3)=[CH:21][C:20]3[C:15](=[CH:16][CH:17]=[N:18][C:19]=3[O:28][CH3:29])[N:14]=2)=[CH:9][CH:8]=1)([CH3:6])[CH3:5])=[N+]=[N-], predict the reaction product. The product is: [CH3:29][O:28][C:19]1[N:18]=[CH:17][CH:16]=[C:15]2[C:20]=1[CH:21]=[C:22]([C:23]1[S:24][CH:25]=[CH:26][CH:27]=1)[C:13]([C:10]1[CH:9]=[CH:8][C:7]([C:4]([NH2:1])([CH3:6])[CH3:5])=[CH:12][CH:11]=1)=[N:14]2. (5) Given the reactants [CH3:1][O:2][C:3]1[CH:8]=[C:7]([O:9][CH3:10])[CH:6]=[CH:5][C:4]=1[NH:11][CH2:12][C@@H:13]([NH:16][C:17](=[O:43])[C@@H:18]([NH:23][C@@H:24]([C:29]1[CH:34]=[CH:33][C:32]([O:35][Si:36]([CH3:42])([CH3:41])[C:37]([CH3:40])([CH3:39])[CH3:38])=[CH:31][CH:30]=1)[C:25]([F:28])([F:27])[F:26])[CH2:19][CH:20]([CH3:22])[CH3:21])[CH2:14][CH3:15].[F-].C([N+](CCCC)(CCCC)CCCC)CCC, predict the reaction product. The product is: [CH3:1][O:2][C:3]1[CH:8]=[C:7]([O:9][CH3:10])[CH:6]=[CH:5][C:4]=1[NH:11][CH2:12][C@@H:13]([NH:16][C:17](=[O:43])[C@@H:18]([NH:23][C@@H:24]([C:29]1[CH:34]=[CH:33][C:32]([O:35][Si:36]([CH3:42])([CH3:41])[C:37]([CH3:40])([CH3:39])[CH3:38])=[CH:31][CH:30]=1)[C:25]([F:26])([F:27])[F:28])[CH2:19][CH:20]([CH3:21])[CH3:22])[CH2:14][CH3:15].[CH3:1][O:2][C:3]1[CH:8]=[C:7]([O:9][CH3:10])[CH:6]=[CH:5][C:4]=1[NH:11][CH2:12][C@@H:13]([NH:16][C:17](=[O:43])[C@@H:18]([NH:23][C@@H:24]([C:29]1[CH:34]=[CH:33][C:32]([OH:35])=[CH:31][CH:30]=1)[C:25]([F:26])([F:28])[F:27])[CH2:19][CH:20]([CH3:21])[CH3:22])[CH2:14][CH3:15]. (6) Given the reactants CC1(C)C(C)(C)OB([C:9]2[CH:10]=[C:11]3[C:16](=[CH:17][CH:18]=2)[CH2:15][N:14]([C:19]([O:21][C:22]([CH3:25])([CH3:24])[CH3:23])=[O:20])[CH2:13][CH2:12]3)O1.CC1(C)C(C)(C)OB(C2C=CC=C3C=2CN(C(OC(C)(C)C)=O)CC3)O1.Br[C:54]1[CH:55]=[N:56][C:57]([CH:60]2[CH2:62][CH2:61]2)=[N:58][CH:59]=1.C(=O)([O-])[O-].[Na+].[Na+], predict the reaction product. The product is: [CH:60]1([C:57]2[N:58]=[CH:59][C:54]([C:9]3[CH:10]=[C:11]4[C:16](=[CH:17][CH:18]=3)[CH2:15][N:14]([C:19]([O:21][C:22]([CH3:23])([CH3:24])[CH3:25])=[O:20])[CH2:13][CH2:12]4)=[CH:55][N:56]=2)[CH2:62][CH2:61]1. (7) Given the reactants O[C@H]([C@H](O)CO)CN(C[C@H](O)[C@H](O)CO)CCO[C:8]1[CH:13]=[CH:12][C:11]([CH2:14][CH2:15][CH2:16][CH2:17][NH2:18])=[CH:10][CH:9]=1.[CH2:30]([OH:32])[CH3:31].C(N(CC)CC)C.I.NC1C([C:50](NC(=N)SC)=[O:51])=NC(Cl)=C(N)N=1.C([O:61]C)(C)(C)C, predict the reaction product. The product is: [OH:32][C@H:30]([CH2:50][OH:51])[CH2:31][O:61][C:10]1[CH:9]=[CH:8][CH:13]=[CH:12][C:11]=1[CH2:14][CH2:15][CH2:16][CH2:17][NH2:18]. (8) The product is: [CH3:35][N:33]([CH3:34])[CH:30]1[CH2:29][CH2:28][N:27]([C:22]2[C:21]([CH3:36])=[CH:20][C:19]([NH:18][C:2]3[N:7]=[C:6]([C:8]4[C:16]5[C:11](=[CH:12][CH:13]=[CH:14][CH:15]=5)[NH:10][CH:9]=4)[C:5]([CH3:17])=[CH:4][N:3]=3)=[C:24]([O:25][CH3:26])[CH:23]=2)[CH2:32][CH2:31]1. Given the reactants Cl[C:2]1[N:7]=[C:6]([C:8]2[C:16]3[C:11](=[CH:12][CH:13]=[CH:14][CH:15]=3)[NH:10][CH:9]=2)[C:5]([CH3:17])=[CH:4][N:3]=1.[NH2:18][C:19]1[C:24]([O:25][CH3:26])=[CH:23][C:22]([N:27]2[CH2:32][CH2:31][CH:30]([N:33]([CH3:35])[CH3:34])[CH2:29][CH2:28]2)=[C:21]([CH3:36])[CH:20]=1, predict the reaction product. (9) Given the reactants [C:1]([C:5]1[CH:10]=[CH:9][CH:8]=[C:7]([C:11]([CH3:14])([CH3:13])[CH3:12])[C:6]=1[OH:15])([CH3:4])([CH3:3])[CH3:2].[CH2:16]1N2CN3CN(C2)CN1C3.[OH2:26], predict the reaction product. The product is: [C:11]([C:7]1[CH:8]=[C:9]([CH:10]=[C:5]([C:1]([CH3:4])([CH3:3])[CH3:2])[C:6]=1[OH:15])[CH:16]=[O:26])([CH3:14])([CH3:13])[CH3:12]. (10) Given the reactants FC(F)(F)C1C2C3CC3CC=2N(CC(O)=O)N=1.[Br:18][C:19]1[N:23]([CH2:24][C:25]([O:27]CC)=[O:26])[N:22]=[C:21]([C:30]([F:33])([F:32])[F:31])[CH:20]=1, predict the reaction product. The product is: [Br:18][C:19]1[N:23]([CH2:24][C:25]([OH:27])=[O:26])[N:22]=[C:21]([C:30]([F:33])([F:31])[F:32])[CH:20]=1.